From a dataset of Forward reaction prediction with 1.9M reactions from USPTO patents (1976-2016). Predict the product of the given reaction. (1) Given the reactants [F:1][C:2]([F:14])([F:13])[C:3]1[CH:4]=[N:5][C:6]2[C:11]([CH:12]=1)=[CH:10][CH:9]=[CH:8][CH:7]=2.[Br:15]N1C(=O)CCC1=O.[OH-].[Na+].C(OCC)(=O)C, predict the reaction product. The product is: [Br:15][C:7]1[CH:8]=[CH:9][CH:10]=[C:11]2[C:6]=1[N:5]=[CH:4][C:3]([C:2]([F:1])([F:13])[F:14])=[CH:12]2.[Br:15][C:10]1[CH:9]=[CH:8][CH:7]=[C:6]2[C:11]=1[CH:12]=[C:3]([C:2]([F:1])([F:13])[F:14])[CH:4]=[N:5]2. (2) Given the reactants [CH3:1][O:2][CH:3]([O:26][CH3:27])[CH:4]1[S:8][C:7]([C:9]2[NH:10][C:11]3[C:16]([CH:17]=2)=[CH:15][C:14]([O:18][CH2:19][CH2:20][O:21][CH3:22])=[CH:13][C:12]=3[N+:23]([O-])=O)=[N:6][CH2:5]1.O.NN.C(OCC)(=O)C.CCCCCC, predict the reaction product. The product is: [CH3:27][O:26][CH:3]([O:2][CH3:1])[CH:4]1[S:8][C:7]([C:9]2[NH:10][C:11]3[C:16]([CH:17]=2)=[CH:15][C:14]([O:18][CH2:19][CH2:20][O:21][CH3:22])=[CH:13][C:12]=3[NH2:23])=[N:6][CH2:5]1. (3) Given the reactants C1(=O)C2C(=CC=CC=2)C(=[O:10])N1.[C:12]1([P:18]([C:25]2[CH:30]=[CH:29][CH:28]=[CH:27][CH:26]=2)[C:19]2[CH:24]=[CH:23][CH:22]=[CH:21][CH:20]=2)[CH:17]=[CH:16][CH:15]=[CH:14][CH:13]=1.CC(OC(/N=N/C(OC(C)C)=O)=O)C, predict the reaction product. The product is: [C:25]1([P:18](=[O:10])([C:12]2[CH:13]=[CH:14][CH:15]=[CH:16][CH:17]=2)[C:19]2[CH:24]=[CH:23][CH:22]=[CH:21][CH:20]=2)[CH:26]=[CH:27][CH:28]=[CH:29][CH:30]=1. (4) Given the reactants [CH:1]12[N:8]([C:9]3[CH:14]=[C:13]([CH2:15][N:16]([CH3:18])[CH3:17])[N:12]=[C:11]([C:19]4[CH:24]=[CH:23][C:22]([NH:25][C:26]([NH:28][CH:29]5[CH2:31][CH2:30]5)=[O:27])=[CH:21][CH:20]=4)[N:10]=3)[CH:5]([CH2:6][CH2:7]1)[CH2:4][O:3][CH2:2]2.[CH3:32][N:33]([CH2:35][C:36]1C=CC(NC(NC2C=CC(B3OC(C)(C)C(C)(C)O3)=CC=2)=O)=[CH:38][CH:37]=1)[CH3:34], predict the reaction product. The product is: [CH:5]12[N:8]([C:9]3[CH:14]=[C:13]([CH2:15][N:16]([CH3:17])[CH3:18])[N:12]=[C:11]([C:19]4[CH:24]=[CH:23][C:22]([NH:25][C:26]([NH:28][C:29]5[CH:38]=[CH:37][C:36]([CH2:35][N:33]([CH3:34])[CH3:32])=[CH:30][CH:31]=5)=[O:27])=[CH:21][CH:20]=4)[N:10]=3)[CH:1]([CH2:7][CH2:6]1)[CH2:2][O:3][CH2:4]2. (5) Given the reactants Cl[C:2]1[N:3]=[C:4]([N:18]2[CH2:23][CH2:22][O:21][CH2:20][CH2:19]2)[C:5]2[S:10][C:9]([CH2:11][N:12]([CH3:17])[S:13]([CH3:16])(=[O:15])=[O:14])=[CH:8][C:6]=2[N:7]=1.[CH3:24][O:25][C:26]1[N:31]=[C:30]([O:32][CH3:33])[C:29](B2OC(C)(C)C(C)(C)O2)=[CH:28][N:27]=1, predict the reaction product. The product is: [CH3:24][O:25][C:26]1[N:31]=[C:30]([O:32][CH3:33])[C:29]([C:2]2[N:3]=[C:4]([N:18]3[CH2:23][CH2:22][O:21][CH2:20][CH2:19]3)[C:5]3[S:10][C:9]([CH2:11][N:12]([CH3:17])[S:13]([CH3:16])(=[O:15])=[O:14])=[CH:8][C:6]=3[N:7]=2)=[CH:28][N:27]=1.